The task is: Predict the reactants needed to synthesize the given product.. This data is from Full USPTO retrosynthesis dataset with 1.9M reactions from patents (1976-2016). (1) Given the product [CH3:9][C:10]([CH3:29])=[CH:11][CH2:12][N:13]1[C:21]2[C:16](=[CH:17][C:18]([C:22]3[CH:23]=[C:24]([CH3:28])[CH:25]=[CH:26][CH:27]=3)=[CH:19][CH:20]=2)[C:15]([CH2:7][N:1]2[CH2:6][CH2:5][O:4][CH2:3][CH2:2]2)=[CH:14]1, predict the reactants needed to synthesize it. The reactants are: [NH:1]1[CH2:6][CH2:5][O:4][CH2:3][CH2:2]1.[CH2:7]=O.[CH3:9][C:10]([CH3:29])=[CH:11][CH2:12][N:13]1[C:21]2[C:16](=[CH:17][C:18]([C:22]3[CH:23]=[C:24]([CH3:28])[CH:25]=[CH:26][CH:27]=3)=[CH:19][CH:20]=2)[CH:15]=[CH:14]1.[OH-].[Na+]. (2) Given the product [Cl:20][C:16]1[C:17]([CH3:19])=[CH:18][C:13]([C:6]2[CH:7]=[CH:8][C:3]([O:2][CH3:1])=[N:4][CH:5]=2)=[CH:14][C:15]=1[CH3:21], predict the reactants needed to synthesize it. The reactants are: [CH3:1][O:2][C:3]1[CH:8]=[CH:7][C:6](B(O)O)=[CH:5][N:4]=1.Br[C:13]1[CH:14]=[C:15]([CH3:21])[C:16]([Cl:20])=[C:17]([CH3:19])[CH:18]=1. (3) Given the product [C:11]([N:7]1[C:8]2[C:4](=[CH:3][C:2]([Cl:1])=[C:10]([S:15]([Cl:14])(=[O:17])=[O:16])[CH:9]=2)[CH2:5][CH2:6]1)(=[O:13])[CH3:12], predict the reactants needed to synthesize it. The reactants are: [Cl:1][C:2]1[CH:3]=[C:4]2[C:8](=[CH:9][CH:10]=1)[N:7]([C:11](=[O:13])[CH3:12])[CH2:6][CH2:5]2.[Cl:14][S:15](O)(=[O:17])=[O:16]. (4) The reactants are: [H-].[Na+].[Br:3][C:4]1[S:8][C:7](C=O)=[CH:6][CH:5]=1.C([O:13][C:14](=[O:19])[CH2:15][N:16]=[N+:17]=[N-:18])C. Given the product [N:16]([CH2:15][C:14]([OH:19])=[O:13])=[N+:17]=[N-:18].[Br:3][C:4]1[S:8][CH:7]=[CH:6][CH:5]=1, predict the reactants needed to synthesize it. (5) Given the product [C:7]([N:11]1[C:15]([C:16]2[CH:21]=[CH:20][C:19]([F:22])=[CH:18][CH:17]=2)=[C:14]([C:23]2[S:24][CH:25]=[C:26]([CH2:28][CH2:29][N:27]3[CH2:32][CH2:36][S:24][CH2:25][CH2:26]3)[N:27]=2)[CH:13]=[N:12]1)([CH3:10])([CH3:9])[CH3:8], predict the reactants needed to synthesize it. The reactants are: [H-].[Al+3].[Li+].[H-].[H-].[H-].[C:7]([N:11]1[C:15]([C:16]2[CH:21]=[CH:20][C:19]([F:22])=[CH:18][CH:17]=2)=[C:14]([C:23]2[S:24][CH:25]=[C:26]([CH2:28][C:29](O)=O)[N:27]=2)[CH:13]=[N:12]1)([CH3:10])([CH3:9])[CH3:8].[CH2:32]1[CH2:36]OCC1. (6) Given the product [CH3:17][C:16]1[CH:15]=[C:14]([C:18]([N:20]2[CH2:25][CH2:24][O:23][CH2:22][CH2:21]2)=[O:19])[NH:13][C:12]=1[CH:11]=[C:10]1[C:3]2[C:2]([NH:35][CH:33]([C:27]3[CH:32]=[CH:31][CH:30]=[CH:29][CH:28]=3)[CH3:34])=[N:7][CH:6]=[N:5][C:4]=2[NH:8][C:9]1=[O:26], predict the reactants needed to synthesize it. The reactants are: Cl[C:2]1[C:3]2[C:10](=[CH:11][C:12]3[NH:13][C:14]([C:18]([N:20]4[CH2:25][CH2:24][O:23][CH2:22][CH2:21]4)=[O:19])=[CH:15][C:16]=3[CH3:17])[C:9](=[O:26])[NH:8][C:4]=2[N:5]=[CH:6][N:7]=1.[C:27]1([C@H:33]([NH2:35])[CH3:34])[CH:32]=[CH:31][CH:30]=[CH:29][CH:28]=1.